From a dataset of Forward reaction prediction with 1.9M reactions from USPTO patents (1976-2016). Predict the product of the given reaction. (1) Given the reactants [OH:1][C:2]1[CH:3]=[C:4]([CH:7]=[CH:8][CH:9]=1)[CH:5]=O.[CH3:10][C:11]1[CH:18]=[C:17]([CH3:19])[CH:16]=[C:15]([CH3:20])[C:12]=1[CH2:13][NH2:14].[BH4-].[Na+].Cl.C([O-])(O)=O.[Na+], predict the reaction product. The product is: [CH3:10][C:11]1[CH:18]=[C:17]([CH3:19])[CH:16]=[C:15]([CH3:20])[C:12]=1[CH2:13][NH:14][CH2:5][C:4]1[CH:3]=[C:2]([OH:1])[CH:9]=[CH:8][CH:7]=1. (2) Given the reactants [CH3:1][CH2:2][CH2:3][CH2:4][N:5]1[CH:10]([C:11]([NH:13][C:14]2[C:15]([CH3:21])=[CH:16][CH:17]=[CH:18][C:19]=2[CH3:20])=[O:12])[CH2:9][CH2:8][CH2:7][CH2:6]1.[C:22]([OH:41])(=[O:40])[CH2:23][CH2:24][CH2:25][CH2:26][CH2:27][CH2:28][CH2:29]/[CH:30]=[CH:31]\[CH2:32]/[CH:33]=[CH:34]\[CH2:35][CH2:36][CH2:37][CH2:38][CH3:39], predict the reaction product. The product is: [C:22]([O-:41])(=[O:40])[CH2:23][CH2:24][CH2:25][CH2:26]/[CH:27]=[CH:28]\[CH2:29]/[CH:30]=[CH:31]\[CH2:32]/[CH:33]=[CH:34]\[CH2:35][CH2:36][CH2:37][CH2:38][CH3:39].[CH2:4]([NH+:5]1[CH2:6][CH2:7][CH2:8][CH2:9][CH:10]1[C:11](=[O:12])[NH:13][C:14]1[C:19]([CH3:20])=[CH:18][CH:17]=[CH:16][C:15]=1[CH3:21])[CH2:3][CH2:2][CH3:1].